Predict the reactants needed to synthesize the given product. From a dataset of Full USPTO retrosynthesis dataset with 1.9M reactions from patents (1976-2016). (1) The reactants are: S(=O)(=O)(O)O.[K].[C:7]([C:12]([OH:14])=[O:13])#[C:8][C:9]([OH:11])=[O:10].[CH2:15](O)[CH2:16][CH2:17][CH3:18]. Given the product [CH2:15]([O:10][C:9]([C:8]#[C:7][C:12]([O:14][CH2:12][CH2:7][CH2:8][CH3:9])=[O:13])=[O:11])[CH2:16][CH2:17][CH3:18], predict the reactants needed to synthesize it. (2) Given the product [N:1]1([C:31]([C:15]23[CH2:24][C:19]4([C:25]([N:1]5[CH2:5][CH2:4][CH2:3][CH2:2]5)=[O:26])[CH2:20][CH:21]([CH2:23][C:17]([C:28]([N:6]5[CH2:8][CH2:9][CH2:10][CH2:11]5)=[O:29])([CH2:18]4)[CH2:16]2)[CH2:22]3)=[O:32])[CH2:5][CH2:4][CH2:3][CH2:2]1, predict the reactants needed to synthesize it. The reactants are: [NH:1]1[CH2:5][CH2:4][CH2:3][CH2:2]1.[N:6]1[CH:11]=[CH:10][CH:9]=[CH:8]C=1.C(Cl)Cl.[C:15]12([C:31](Cl)=[O:32])[CH2:24][C:19]3([C:25](Cl)=[O:26])[CH2:20][CH:21]([CH2:23][C:17]([C:28](Cl)=[O:29])([CH2:18]3)[CH2:16]1)[CH2:22]2. (3) Given the product [C:43]([O:46][C:47]1[CH:52]=[C:51]([CH2:53][NH:1][C@H:2]2[CH2:7][CH2:6][C@@H:5]([N:8]3[C:13](=[O:14])[C:12]4[CH:15]=[C:16]([F:19])[CH:17]=[N:18][C:11]=4[N:10]([C:20]4[CH:21]=[C:22]([C:26]5[CH:27]=[CH:28][C:29]([CH2:32][N:33]6[CH2:38][CH2:37][N:36]([CH:39]([CH3:40])[CH3:41])[CH2:35][CH2:34]6)=[CH:30][CH:31]=5)[CH:23]=[CH:24][CH:25]=4)[C:9]3=[O:42])[CH2:4][CH2:3]2)[CH:50]=[CH:49][C:48]=1[O:55][CH3:56])(=[O:45])[CH3:44], predict the reactants needed to synthesize it. The reactants are: [NH2:1][C@@H:2]1[CH2:7][CH2:6][C@H:5]([N:8]2[C:13](=[O:14])[C:12]3[CH:15]=[C:16]([F:19])[CH:17]=[N:18][C:11]=3[N:10]([C:20]3[CH:21]=[C:22]([C:26]4[CH:31]=[CH:30][C:29]([CH2:32][N:33]5[CH2:38][CH2:37][N:36]([CH:39]([CH3:41])[CH3:40])[CH2:35][CH2:34]5)=[CH:28][CH:27]=4)[CH:23]=[CH:24][CH:25]=3)[C:9]2=[O:42])[CH2:4][CH2:3]1.[C:43]([O:46][C:47]1[CH:52]=[C:51]([CH:53]=O)[CH:50]=[CH:49][C:48]=1[O:55][CH3:56])(=[O:45])[CH3:44].C(O[BH-](OC(=O)C)OC(=O)C)(=O)C.[Na+].C(=O)(O)[O-].[Na+]. (4) Given the product [Br:1][C:2]1[CH:3]=[C:4]2[C:8](=[CH:9][CH:10]=1)[N:7]([S:21]([C:24]1[CH:36]=[CH:35][C:27]([O:28][CH2:29][C:30]([O:32][CH2:33][CH3:34])=[O:31])=[C:26]([CH3:37])[CH:25]=1)(=[O:23])=[O:22])[CH2:6][C:5]2([CH3:12])[CH3:11], predict the reactants needed to synthesize it. The reactants are: [Br:1][C:2]1[CH:3]=[C:4]2[C:8](=[CH:9][CH:10]=1)[NH:7][CH2:6][C:5]2([CH3:12])[CH3:11].C(N(CC)CC)C.Cl[S:21]([C:24]1[CH:36]=[CH:35][C:27]([O:28][CH2:29][C:30]([O:32][CH2:33][CH3:34])=[O:31])=[C:26]([CH3:37])[CH:25]=1)(=[O:23])=[O:22].O.